Task: Predict the product of the given reaction.. Dataset: Forward reaction prediction with 1.9M reactions from USPTO patents (1976-2016) (1) Given the reactants [F:1][C:2]([F:34])([F:33])[C:3]1[CH:28]=[C:27]([C:29]([F:32])([F:31])[F:30])[CH:26]=[CH:25][C:4]=1[CH2:5][O:6][C:7]1[CH:12]=[CH:11][C:10](/[CH:13]=[C:14]2\[NH:15][C:16](=[O:22])[N:17]([CH2:20][CH3:21])[C:18]\2=[NH:19])=[CH:9][C:8]=1[O:23][CH3:24].Cl.[CH3:36]N, predict the reaction product. The product is: [F:34][C:2]([F:1])([F:33])[C:3]1[CH:28]=[C:27]([C:29]([F:31])([F:30])[F:32])[CH:26]=[CH:25][C:4]=1[CH2:5][O:6][C:7]1[CH:12]=[CH:11][C:10](/[CH:13]=[C:14]2\[NH:15][C:16](=[O:22])[N:17]([CH2:20][CH3:21])\[C:18]\2=[N:19]\[CH3:36])=[CH:9][C:8]=1[O:23][CH3:24]. (2) The product is: [CH2:1]([N:8]1[C@H:14]([CH2:17][CH2:18][OH:19])[CH2:15][O:16][CH:10]([CH3:11])[C:9]1=[O:13])[C:2]1[CH:7]=[CH:6][CH:5]=[CH:4][CH:3]=1. Given the reactants [CH2:1]([N:8]([C@H:14]([CH2:17][CH2:18][OH:19])[CH2:15][OH:16])[C:9](=[O:13])[CH:10](Cl)[CH3:11])[C:2]1[CH:7]=[CH:6][CH:5]=[CH:4][CH:3]=1.CC(C)([O-])C.[K+], predict the reaction product. (3) Given the reactants [CH3:1][C:2]1[CH:7]=[CH:6][N:5]=[C:4]([CH:8]=[CH:9][C:10]2[C:18]3[C:13](=[CH:14][C:15]([NH:19][C:20]4[CH:28]=[CH:27][CH:26]=[CH:25][C:21]=4[C:22](O)=[O:23])=[CH:16][CH:17]=3)[N:12]([CH:29]3[CH2:34][CH2:33][CH2:32][CH2:31][O:30]3)[N:11]=2)[CH:3]=1.[CH:35]1([C:38]#[C:39][CH2:40][NH2:41])[CH2:37][CH2:36]1, predict the reaction product. The product is: [CH:35]1([C:38]#[C:39][CH2:40][NH:41][C:22](=[O:23])[C:21]2[CH:25]=[CH:26][CH:27]=[CH:28][C:20]=2[NH:19][C:15]2[CH:14]=[C:13]3[C:18]([C:10]([CH:9]=[CH:8][C:4]4[CH:3]=[C:2]([CH3:1])[CH:7]=[CH:6][N:5]=4)=[N:11][N:12]3[CH:29]3[CH2:34][CH2:33][CH2:32][CH2:31][O:30]3)=[CH:17][CH:16]=2)[CH2:37][CH2:36]1. (4) Given the reactants [Cl:1][C:2]1[C:7]([CH:8]([OH:16])[C:9]#[C:10][C:11]([O:13][CH2:14][CH3:15])=[O:12])=[CH:6][N:5]=[C:4]([S:17][CH3:18])[N:3]=1.C(N(CC)CC)C, predict the reaction product. The product is: [Cl:1][C:2]1[C:7]([C:8](=[O:16])[CH:9]=[CH:10][C:11]([O:13][CH2:14][CH3:15])=[O:12])=[CH:6][N:5]=[C:4]([S:17][CH3:18])[N:3]=1. (5) Given the reactants B(Br)(Br)Br.C[O:6][C:7]1[CH:8]=[C:9]2[C:14](=[CH:15][CH:16]=1)[CH:13]=[C:12]([C:17]1[CH:18]=[C:19]([C:23]([O:25][CH3:26])=[O:24])[CH:20]=[N:21][CH:22]=1)[CH:11]=[CH:10]2, predict the reaction product. The product is: [OH:6][C:7]1[CH:8]=[C:9]2[C:14](=[CH:15][CH:16]=1)[CH:13]=[C:12]([C:17]1[CH:18]=[C:19]([C:23]([O:25][CH3:26])=[O:24])[CH:20]=[N:21][CH:22]=1)[CH:11]=[CH:10]2. (6) Given the reactants Cl.[Cl:2][C:3]1[CH:4]=[N:5][N:6]([C:8]2([C:11]#[N:12])[CH2:10][CH2:9]2)[CH:7]=1.[CH2:13]([OH:15])[CH3:14], predict the reaction product. The product is: [Cl:2][C:3]1[CH:4]=[N:5][N:6]([C:8]2([C:11](=[NH:12])[O:15][CH2:13][CH3:14])[CH2:9][CH2:10]2)[CH:7]=1. (7) Given the reactants [C:1]([O:5][C:6](=[O:29])[N:7]([CH2:18][C:19]1[CH:24]=[CH:23][C:22]([C:25]([CH3:28])([CH3:27])[CH3:26])=[CH:21][CH:20]=1)[CH2:8][CH2:9][C:10]1[CH:15]=[CH:14][CH:13]=[C:12]([C:16]#[CH:17])[CH:11]=1)([CH3:4])([CH3:3])[CH3:2], predict the reaction product. The product is: [C:1]([O:5][C:6](=[O:29])[N:7]([CH2:18][C:19]1[CH:24]=[CH:23][C:22]([C:25]([CH3:28])([CH3:27])[CH3:26])=[CH:21][CH:20]=1)[CH2:8][CH2:9][C:10]1[CH:15]=[CH:14][CH:13]=[C:12]([CH2:16][CH3:17])[CH:11]=1)([CH3:4])([CH3:2])[CH3:3].